From a dataset of CYP2C19 inhibition data for predicting drug metabolism from PubChem BioAssay. Regression/Classification. Given a drug SMILES string, predict its absorption, distribution, metabolism, or excretion properties. Task type varies by dataset: regression for continuous measurements (e.g., permeability, clearance, half-life) or binary classification for categorical outcomes (e.g., BBB penetration, CYP inhibition). Dataset: cyp2c19_veith. (1) The result is 1 (inhibitor). The compound is Cc1cc(O)c(C(C)C)cc1NC(=O)Nc1cccc2ccccc12. (2) The molecule is CC(C)=CC(=O)OCC(=O)Nc1ncc(Cl)c(C)c1Cl. The result is 1 (inhibitor).